From a dataset of Full USPTO retrosynthesis dataset with 1.9M reactions from patents (1976-2016). Predict the reactants needed to synthesize the given product. (1) Given the product [N:36]1([CH2:35][N:8]2[C:9](=[O:26])[C:10]([CH2:11][C:12]3[CH:17]=[CH:16][C:15]([C:18]4[C:19]([C:24]#[N:25])=[CH:20][CH:21]=[CH:22][CH:23]=4)=[CH:14][CH:13]=3)=[C:5]([CH2:1][CH2:2][CH2:3][CH3:4])[N:6]=[C:7]2[CH3:27])[C:40]2[CH:41]=[CH:42][CH:43]=[CH:44][C:39]=2[N:38]=[N:37]1, predict the reactants needed to synthesize it. The reactants are: [CH2:1]([C:5]1[N:6]=[C:7]([CH3:27])[NH:8][C:9](=[O:26])[C:10]=1[CH2:11][C:12]1[CH:17]=[CH:16][C:15]([C:18]2[C:19]([C:24]#[N:25])=[CH:20][CH:21]=[CH:22][CH:23]=2)=[CH:14][CH:13]=1)[CH2:2][CH2:3][CH3:4].C(=O)([O-])[O-].[K+].[K+].Cl[CH2:35][N:36]1[C:40]2[CH:41]=[CH:42][CH:43]=[CH:44][C:39]=2[N:38]=[N:37]1.CN(C)C=O. (2) Given the product [C:8]([C:4]1[C:3]2[O:11][CH2:18][C:19](=[O:20])[NH:1][C:2]=2[CH:7]=[CH:6][CH:5]=1)(=[O:10])[CH3:9], predict the reactants needed to synthesize it. The reactants are: [NH2:1][C:2]1[C:3]([OH:11])=[C:4]([C:8](=[O:10])[CH3:9])[CH:5]=[CH:6][CH:7]=1.C(=O)(O)[O-].[Na+].Cl[CH2:18][C:19](Cl)=[O:20].C(=O)([O-])[O-].[Cs+].[Cs+]. (3) Given the product [CH:6]1([C:9]2[C:14]([N+:15]([O-:17])=[O:16])=[CH:13][C:12]([NH2:18])=[CH:11][C:10]=2[C:21]([F:22])([F:23])[F:24])[CH2:7][CH2:8]1, predict the reactants needed to synthesize it. The reactants are: C([O-])(O)=O.[Na+].[CH:6]1([C:9]2[C:14]([N+:15]([O-:17])=[O:16])=[CH:13][C:12]([N+:18]([O-])=O)=[CH:11][C:10]=2[C:21]([F:24])([F:23])[F:22])[CH2:8][CH2:7]1.C(OCC)(=O)C. (4) The reactants are: [Si]([O:8][C@H:9]1[C@H:16]2[N:12](/[C:13](=[N:21]/[C:22]3[CH:29]=[CH:28][C:25]([C:26]#[N:27])=[C:24]([Cl:30])[C:23]=3[CH3:31])/[O:14][C@H:15]2[C:17]([F:20])([F:19])[F:18])[CH2:11][CH2:10]1)(C(C)(C)C)(C)C.O[C@H]1[C@@H]2N(/C(=N/C3C=CC(C#N)=C(Cl)C=3C)/OC2)CC1. Given the product [OH:8][C@H:9]1[C@@H:16]2[N:12](/[C:13](=[N:21]/[C:22]3[CH:29]=[CH:28][C:25]([C:26]#[N:27])=[C:24]([Cl:30])[C:23]=3[CH3:31])/[O:14][C@H:15]2[C:17]([F:18])([F:20])[F:19])[CH2:11][CH2:10]1, predict the reactants needed to synthesize it. (5) Given the product [N:2]1[NH:11][N:12]=[N:13][C:1]=1[C:3]1[CH:10]=[CH:9][C:6]([CH:7]=[O:8])=[CH:5][CH:4]=1, predict the reactants needed to synthesize it. The reactants are: [C:1]([C:3]1[CH:10]=[CH:9][C:6]([CH:7]=[O:8])=[CH:5][CH:4]=1)#[N:2].[N-:11]=[N+:12]=[N-:13].[Na+].[Li+].[Cl-]. (6) Given the product [CH3:10][O:11][CH:12]([O:16][CH3:17])[C:13]1[CH:14]=[CH:8][C:7]2[C:2](=[N:3][CH:4]=[CH:5][CH:6]=2)[N:1]=1, predict the reactants needed to synthesize it. The reactants are: [NH2:1][C:2]1[C:7]([CH:8]=O)=[CH:6][CH:5]=[CH:4][N:3]=1.[CH3:10][O:11][CH:12]([O:16][CH3:17])[C:13](=O)[CH3:14].C(O)C.[OH-].[Na+].